This data is from Reaction yield outcomes from USPTO patents with 853,638 reactions. The task is: Predict the reaction yield, written as a fraction of the theoretical maximum amount of product (1.0 means a 100% yield; for example, 0.34 means a 34% yield). (1) The reactants are [Cl:1][C:2]1[CH:7]=[CH:6][C:5]([CH2:8]Cl)=[CH:4][N:3]=1.[NH2:10][C:11]1[CH:16]=[CH:15][CH:14]=[CH:13][N:12]=1. The catalyst is CN(C=O)C. The product is [ClH:1].[Cl:1][C:2]1[N:3]=[CH:4][C:5]([CH2:8][N:12]2[CH:13]=[CH:14][CH:15]=[CH:16][C:11]2=[NH:10])=[CH:6][CH:7]=1. The yield is 0.440. (2) The reactants are [H-].[Na+].[Br:3][C:4]1[S:5][C:6]2[CH2:7][C:8]3[C:14]([C:15]4[CH:20]=[CH:19][C:18]([O:21][CH3:22])=[CH:17][CH:16]=4)=[N:13][NH:12][C:9]=3[C:10]=2[CH:11]=1.[CH3:23][Si:24]([CH2:27][CH2:28][O:29][CH2:30]Cl)([CH3:26])[CH3:25]. The catalyst is C1COCC1. The product is [Br:3][C:4]1[S:5][C:6]2[CH2:7][C:8]3[C:14]([C:15]4[CH:20]=[CH:19][C:18]([O:21][CH3:22])=[CH:17][CH:16]=4)=[N:13][N:12]([CH2:30][O:29][CH2:28][CH2:27][Si:24]([CH3:26])([CH3:25])[CH3:23])[C:9]=3[C:10]=2[CH:11]=1. The yield is 0.750. (3) The reactants are [F:1][C:2]1[CH:7]=[CH:6][CH:5]=[CH:4][C:3]=1[NH:8][C:9]1[O:13][C:12]([C:14]([NH:16][C:17]2[CH:18]=[N:19][C:20]([N:23]3[CH2:28][CH2:27][NH:26][CH2:25][CH2:24]3)=[CH:21][CH:22]=2)=[O:15])=[N:11][N:10]=1.[CH:29]1([CH2:32]Br)[CH2:31][CH2:30]1.C(N(CC)CC)C. The catalyst is CC(N(C)C)=O. The product is [CH:29]1([CH2:32][N:26]2[CH2:27][CH2:28][N:23]([C:20]3[N:19]=[CH:18][C:17]([NH:16][C:14]([C:12]4[O:13][C:9]([NH:8][C:3]5[CH:4]=[CH:5][CH:6]=[CH:7][C:2]=5[F:1])=[N:10][N:11]=4)=[O:15])=[CH:22][CH:21]=3)[CH2:24][CH2:25]2)[CH2:31][CH2:30]1. The yield is 0.910. (4) The reactants are [CH2:1]([C@H:3]1[C@@H:7]([NH:8][C:9]2[C:14]([N+:15]([O-])=O)=[CH:13][N:12]=[C:11]3[N:18]([S:21]([C:24]4[CH:30]=[CH:29][C:27]([CH3:28])=[CH:26][CH:25]=4)(=[O:23])=[O:22])[CH:19]=[CH:20][C:10]=23)[CH2:6][C@@H:5]([NH:31][S:32]([CH:35]2[CH2:37][CH2:36]2)(=[O:34])=[O:33])[CH2:4]1)[CH3:2].O.O.[Sn](Cl)Cl. The catalyst is CCO. The product is [NH2:15][C:14]1[C:9]([NH:8][C@@H:7]2[C@H:3]([CH2:1][CH3:2])[CH2:4][C@H:5]([NH:31][S:32]([CH:35]3[CH2:37][CH2:36]3)(=[O:33])=[O:34])[CH2:6]2)=[C:10]2[CH:20]=[CH:19][N:18]([S:21]([C:24]3[CH:25]=[CH:26][C:27]([CH3:28])=[CH:29][CH:30]=3)(=[O:22])=[O:23])[C:11]2=[N:12][CH:13]=1. The yield is 0.980. (5) The reactants are C1C=C[NH+]=CC=1.[O-][Cr](Cl)(=O)=O.[CH2:12]([O:23][C:24]1[CH:25]=[C:26]([CH:29]=[CH:30][CH:31]=1)[CH2:27][OH:28])[CH2:13][CH2:14]/[CH:15]=[CH:16]\[CH2:17][CH2:18][CH2:19][CH2:20][CH2:21][CH3:22]. The catalyst is C(Cl)Cl. The product is [CH2:12]([O:23][C:24]1[CH:25]=[C:26]([CH:29]=[CH:30][CH:31]=1)[CH:27]=[O:28])[CH2:13][CH2:14]/[CH:15]=[CH:16]\[CH2:17][CH2:18][CH2:19][CH2:20][CH2:21][CH3:22]. The yield is 0.990. (6) The reactants are [C:1]([O:5][C:6]([N:8]1[CH2:13][CH2:12][N:11]([C:14]([C:16]2[C:17]3[C:31]([C:32]#[C:33][CH:34]4[CH2:39][CH2:38][CH2:37][CH2:36][CH2:35]4)=[N:30][N:29]([CH:40]4[CH2:45][CH2:44][CH2:43][CH2:42][O:41]4)[C:18]=3[N:19]=[C:20]([C:22]3[CH:27]=[CH:26][C:25]([OH:28])=[CH:24][CH:23]=3)[CH:21]=2)=[O:15])[CH2:10][CH2:9]1)=[O:7])([CH3:4])([CH3:3])[CH3:2]. The catalyst is CO.[Pd]. The product is [C:1]([O:5][C:6]([N:8]1[CH2:9][CH2:10][N:11]([C:14]([C:16]2[C:17]3[C:31]([CH2:32][CH2:33][CH:34]4[CH2:35][CH2:36][CH2:37][CH2:38][CH2:39]4)=[N:30][N:29]([CH:40]4[CH2:45][CH2:44][CH2:43][CH2:42][O:41]4)[C:18]=3[N:19]=[C:20]([C:22]3[CH:23]=[CH:24][C:25]([OH:28])=[CH:26][CH:27]=3)[CH:21]=2)=[O:15])[CH2:12][CH2:13]1)=[O:7])([CH3:4])([CH3:2])[CH3:3]. The yield is 0.950. (7) The reactants are [CH3:1][O:2][C:3]1[CH:4]=[C:5]([OH:12])[CH:6]=[CH:7][C:8]=1[N+:9]([O-:11])=[O:10].C([O-])([O-])=O.[K+].[K+].Br[CH2:20][CH2:21][O:22][Si:23]([C:26]([CH3:29])([CH3:28])[CH3:27])([CH3:25])[CH3:24]. The yield is 0.520. The product is [C:26]([Si:23]([O:22][CH2:21][CH2:20][O:12][C:5]1[CH:6]=[CH:7][C:8]([N+:9]([O-:11])=[O:10])=[C:3]([O:2][CH3:1])[CH:4]=1)([CH3:25])[CH3:24])([CH3:29])([CH3:28])[CH3:27]. The catalyst is CN(C=O)C.O.